Dataset: Full USPTO retrosynthesis dataset with 1.9M reactions from patents (1976-2016). Task: Predict the reactants needed to synthesize the given product. Given the product [Br:34][C:27]1[CH:28]=[C:29]2[C:33](=[C:25]([C:23]([O:22][CH3:21])=[O:24])[CH:26]=1)[NH:32][CH:31]=[C:30]2[CH2:7][CH:4]1[CH2:3][CH2:2][S:1][CH2:6][CH2:5]1, predict the reactants needed to synthesize it. The reactants are: [S:1]1[CH2:6][CH2:5][CH:4]([CH:7]=O)[CH2:3][CH2:2]1.[Si](OS(C(F)(F)F)(=O)=O)(C)(C)C.[CH3:21][O:22][C:23]([C:25]1[CH:26]=[C:27]([Br:34])[CH:28]=[C:29]2[C:33]=1[NH:32][CH:31]=[CH:30]2)=[O:24].[SiH](CC)(CC)CC.